Dataset: Reaction yield outcomes from USPTO patents with 853,638 reactions. Task: Predict the reaction yield, written as a fraction of the theoretical maximum amount of product (1.0 means a 100% yield; for example, 0.34 means a 34% yield). (1) The reactants are [CH3:1][O:2][C:3]1[CH:10]=[CH:9][C:6]([CH:7]=O)=[CH:5][C:4]=1[C:11]1[S:12][CH:13]=[CH:14][CH:15]=1.[C:16]([C:19]1[CH:27]=[CH:26][C:22]([C:23]([OH:25])=[O:24])=[CH:21][CH:20]=1)(=[O:18])[CH3:17]. No catalyst specified. The product is [CH3:1][O:2][C:3]1[CH:10]=[CH:9][C:6](/[CH:7]=[CH:17]/[C:16]([C:19]2[CH:27]=[CH:26][C:22]([C:23]([OH:25])=[O:24])=[CH:21][CH:20]=2)=[O:18])=[CH:5][C:4]=1[C:11]1[S:12][CH:13]=[CH:14][CH:15]=1. The yield is 0.710. (2) The reactants are [C:1]1([CH2:7][C:8]([OH:10])=O)[CH:6]=[CH:5][CH:4]=[CH:3][CH:2]=1.[CH2:11]([C:13]1[CH:14]=[C:15](O)[CH:16]=[CH:17][CH:18]=1)[CH3:12].N1CC[O:23][CH2:22]C1. The catalyst is [B].CO. The product is [CH2:11]([C:13]1[CH:14]=[C:15]2[C:16]([C:22](=[O:23])[C:7]([C:1]3[CH:2]=[CH:3][CH:4]=[CH:5][CH:6]=3)=[CH:8][O:10]2)=[CH:17][CH:18]=1)[CH3:12]. The yield is 0.122. (3) The reactants are [CH2:1]([C:3]1(C(O)=O)[CH2:7][CH:6]=[CH:5][CH2:4]1)[CH3:2].CC[N:13]([CH:17](C)C)C(C)C.C1(P(N=[N+]=[N-])(C2C=CC=CC=2)=[O:27])C=CC=CC=1.[CH2:37]([OH:44])[C:38]1[CH:43]=[CH:42][CH:41]=[CH:40][CH:39]=1. The catalyst is O1CCOCC1. The product is [CH2:1]([C:3]1([NH:13][C:17](=[O:27])[O:44][CH2:37][C:38]2[CH:43]=[CH:42][CH:41]=[CH:40][CH:39]=2)[CH2:4][CH:5]=[CH:6][CH2:7]1)[CH3:2]. The yield is 0.390. (4) The reactants are [BH4-].[Na+].[F:3][C:4]1[C:9]([F:10])=[CH:8][CH:7]=[C:6]([N+:11]([O-:13])=[O:12])[C:5]=1[CH2:14][C:15](O)=[O:16].C(Cl)Cl.C([O-])(O)=O.[Na+]. The catalyst is C1COCC1.O. The product is [F:3][C:4]1[C:9]([F:10])=[CH:8][CH:7]=[C:6]([N+:11]([O-:13])=[O:12])[C:5]=1[CH2:14][CH2:15][OH:16]. The yield is 0.990. (5) The reactants are [Br:1][C:2]1[CH:10]=[C:9]2[C:5]([C:6]([CH3:11])=[N:7][NH:8]2)=[CH:4][CH:3]=1.[H-].[Na+].I[CH2:15][CH3:16]. The catalyst is CN(C)C=O. The product is [Br:1][C:2]1[CH:10]=[C:9]2[C:5]([C:6]([CH3:11])=[N:7][N:8]2[CH2:15][CH3:16])=[CH:4][CH:3]=1. The yield is 0.530. (6) The reactants are [F:1][C:2]1[CH:22]=[C:21]([S:23]([CH3:26])(=[O:25])=[O:24])[C:20]([F:27])=[CH:19][C:3]=1[O:4][C@H:5]1[CH2:9][CH2:8][N:7]([CH:10]2[CH2:15][CH2:14][N:13]([C:16]#[N:17])[CH2:12][CH2:11]2)[C:6]1=[O:18].[NH2:28][OH:29]. The catalyst is CCO. The product is [F:1][C:2]1[CH:22]=[C:21]([S:23]([CH3:26])(=[O:25])=[O:24])[C:20]([F:27])=[CH:19][C:3]=1[O:4][C@H:5]1[CH2:9][CH2:8][N:7]([CH:10]2[CH2:11][CH2:12][N:13]([C:16](=[NH:17])[NH:28][OH:29])[CH2:14][CH2:15]2)[C:6]1=[O:18]. The yield is 0.950. (7) The reactants are O[CH:2]=[C:3]1[CH2:8][O:7][CH2:6][C:5]([CH3:10])([CH3:9])[C:4]1=O.[C:12]([CH2:14][C:15]([NH2:17])=[O:16])#[N:13]. The catalyst is N1C=CC=CC=1. The product is [OH:16][C:15]1[N:17]=[C:4]2[C:5]([CH3:10])([CH3:9])[CH2:6][O:7][CH2:8][C:3]2=[CH:2][C:14]=1[C:12]#[N:13]. The yield is 0.0710. (8) The reactants are C(OC([N:8]1[CH2:13][CH2:12][N:11]([C:14]([O:16][CH2:17][C:18]2[CH:23]=[CH:22][CH:21]=[CH:20][CH:19]=2)=[O:15])[CH:10]([C:24](=[O:29])[N:25]([O:27][CH3:28])[CH3:26])[CH2:9]1)=O)(C)(C)C. The catalyst is ClCCl.FC(F)(F)C(O)=O. The product is [CH2:17]([O:16][C:14]([N:11]1[CH2:12][CH2:13][NH:8][CH2:9][CH:10]1[C:24](=[O:29])[N:25]([O:27][CH3:28])[CH3:26])=[O:15])[C:18]1[CH:19]=[CH:20][CH:21]=[CH:22][CH:23]=1. The yield is 1.00. (9) The reactants are [Br-].[C:2]1(C([PH3+])(C2C=CC=CC=2)C2C=CC=CC=2)C=CC=CC=1.C([Li])CCC.[F:27][C:28]([F:42])([F:41])[C:29]1[CH:40]=[CH:39][C:32]2[CH:33](O)[O:34][CH:35]([CH:36]=[CH2:37])[C:31]=2[CH:30]=1. The catalyst is CCOCC.CCCCCC. The product is [F:27][C:28]([F:42])([F:41])[C:29]1[CH:40]=[CH:39][C:32]([CH:33]=[CH2:2])=[C:31]([CH:35]([OH:34])[CH:36]=[CH2:37])[CH:30]=1. The yield is 0.820.